This data is from Catalyst prediction with 721,799 reactions and 888 catalyst types from USPTO. The task is: Predict which catalyst facilitates the given reaction. (1) Reactant: [NH2:1][C:2]1[N:10]=[C:9]([F:11])[CH:8]=[CH:7][C:3]=1[C:4]([OH:6])=O.[CH3:12][O:13][C:14]1[CH:19]=[CH:18][CH:17]=[CH:16][C:15]=1[O:20][C:21]1[CH:22]=[C:23]([CH:26]=[CH:27][CH:28]=1)[CH2:24][NH2:25].CN([P+](ON1N=NC2C=CC=CC1=2)(N(C)C)N(C)C)C.F[P-](F)(F)(F)(F)F.C(=O)(O)[O-].[Na+]. Product: [CH3:12][O:13][C:14]1[CH:19]=[CH:18][CH:17]=[CH:16][C:15]=1[O:20][C:21]1[CH:22]=[C:23]([CH2:24][NH:25][C:4](=[O:6])[C:3]2[CH:7]=[CH:8][C:9]([F:11])=[N:10][C:2]=2[NH2:1])[CH:26]=[CH:27][CH:28]=1. The catalyst class is: 338. (2) Reactant: [CH:1]([Mg]Br)=[CH2:2].O1CCCC1.[CH3:10][C:11]1[N:12]=[CH:13][C:14]([C:17](N2CCOCC2)=[O:18])=[N:15][CH:16]=1.[NH:25]1[CH2:30][CH2:29][O:28][CH2:27][CH2:26]1.O. Product: [CH3:10][C:11]1[N:12]=[CH:13][C:14]([C:17](=[O:18])[CH2:29][CH2:30][N:25]2[CH2:2][CH2:1][O:28][CH2:27][CH2:26]2)=[N:15][CH:16]=1. The catalyst class is: 7. (3) Product: [CH2:14]([O:13][C:12]1[C:11](=[O:21])[N:10]=[C:9]([CH2:22][C:23]2[CH:28]=[CH:27][CH:26]=[CH:25][C:24]=2[Br:29])[N:8]2[CH2:2][CH2:3][N:4]([CH:30]([CH3:32])[CH3:31])[C:5](=[O:6])[C:7]=12)[C:15]1[CH:16]=[CH:17][CH:18]=[CH:19][CH:20]=1. Reactant: O[CH2:2][CH2:3][N:4]([CH:30]([CH3:32])[CH3:31])[C:5]([C:7]1[C:12]([O:13][CH2:14][C:15]2[CH:20]=[CH:19][CH:18]=[CH:17][CH:16]=2)=[C:11]([OH:21])[N:10]=[C:9]([CH2:22][C:23]2[CH:28]=[CH:27][CH:26]=[CH:25][C:24]=2[Br:29])[N:8]=1)=[O:6].C1(P(C2C=CC=CC=2)C2C=CC=CC=2)C=CC=CC=1.CCOC(/N=N/C(OCC)=O)=O. The catalyst class is: 4. (4) Reactant: [C:1]([C:4]1[CH:5]=[CH:6][C:7]([C:13]2[CH:14]=[C:15]([NH:19][C:20](=[O:27])/[CH:21]=[CH:22]/[C:23]([O:25]C)=[O:24])[CH:16]=[CH:17][CH:18]=2)=[C:8]2[C:12]=1[NH:11][CH:10]=[CH:9]2)(=[O:3])[NH2:2].[OH-].[Li+]. Product: [C:1]([C:4]1[CH:5]=[CH:6][C:7]([C:13]2[CH:14]=[C:15]([NH:19][C:20](=[O:27])/[CH:21]=[CH:22]/[C:23]([OH:25])=[O:24])[CH:16]=[CH:17][CH:18]=2)=[C:8]2[C:12]=1[NH:11][CH:10]=[CH:9]2)(=[O:3])[NH2:2]. The catalyst class is: 12. (5) Reactant: [Cl:1][C:2]1[CH:8]=[CH:7][C:5]([NH2:6])=[C:4]([C:9]2[CH:14]=[C:13]([O:15][CH3:16])[N:12]=[CH:11][N:10]=2)[CH:3]=1.[CH2:17](ON=O)[CH2:18][CH:19]([CH3:21])[CH3:20].[Si]([N:29]=[N+:30]=[N-])(C)(C)C.C(C1CC1)#C. Product: [Cl:1][C:2]1[CH:8]=[CH:7][C:5]([N:6]2[CH:17]=[C:18]([CH:19]3[CH2:21][CH2:20]3)[N:30]=[N:29]2)=[C:4]([C:9]2[CH:14]=[C:13]([O:15][CH3:16])[N:12]=[CH:11][N:10]=2)[CH:3]=1. The catalyst class is: 291. (6) Reactant: Cl.[CH3:2][O:3][C:4](=[O:11])[C@@H:5]([NH2:10])[CH2:6][CH2:7][S:8][CH3:9].C[O:13][C:14](=O)[C:15]1[CH:20]=[CH:19][CH:18]=[C:17]([C:21]([F:24])([F:23])[F:22])[C:16]=1[CH2:25]Br.C(N(CC)CC)C. Product: [CH3:2][O:3][C:4](=[O:11])[C@@H:5]([N:10]1[CH2:25][C:16]2[C:15](=[CH:20][CH:19]=[CH:18][C:17]=2[C:21]([F:24])([F:22])[F:23])[C:14]1=[O:13])[CH2:6][CH2:7][S:8][CH3:9]. The catalyst class is: 10. (7) Reactant: [CH3:1][C:2]1[CH:7]=[CH:6][C:5]([S:8](Cl)(=[O:10])=[O:9])=[CH:4][CH:3]=1.[C:12]1([CH2:18][OH:19])([CH2:16][OH:17])[CH2:15][CH2:14][CH2:13]1. Product: [CH3:1][C:2]1[CH:7]=[CH:6][C:5]([S:8]([O:17][CH2:16][C:12]2([CH2:18][O:19][S:8]([C:5]3[CH:6]=[CH:7][C:2]([CH3:1])=[CH:3][CH:4]=3)(=[O:10])=[O:9])[CH2:15][CH2:14][CH2:13]2)(=[O:10])=[O:9])=[CH:4][CH:3]=1. The catalyst class is: 17. (8) Reactant: C[O:2][C:3](=O)[C:4]1[C:9]([N+:10]([O-:12])=[O:11])=[CH:8][CH:7]=[C:6]([F:13])[C:5]=1[CH2:14]Br.[CH3:17][NH2:18]. Product: [F:13][C:6]1[CH:7]=[CH:8][C:9]([N+:10]([O-:12])=[O:11])=[C:4]2[C:5]=1[CH2:14][N:18]([CH3:17])[C:3]2=[O:2]. The catalyst class is: 1. (9) Reactant: [CH:1]([C:3]1[CH:4]=[C:5]([C:9]2[CH:10]=[C:11]3[C:17]([NH:18][C:19]([C:21]4[CH:22]=[N:23][N:24]([CH2:26][C:27]5[CH:32]=[CH:31][CH:30]=[CH:29][CH:28]=5)[CH:25]=4)=[O:20])=[CH:16][N:15]([S:33]([C:36]4[CH:41]=[CH:40][C:39]([CH3:42])=[CH:38][CH:37]=4)(=[O:35])=[O:34])[C:12]3=[N:13][CH:14]=2)[CH:6]=[CH:7][CH:8]=1)=O.[CH3:43][NH:44][CH3:45].C1COCC1.C(O[BH-](OC(=O)C)OC(=O)C)(=O)C.[Na+]. Product: [CH3:43][N:44]([CH2:1][C:3]1[CH:4]=[C:5]([C:9]2[CH:10]=[C:11]3[C:17]([NH:18][C:19]([C:21]4[CH:22]=[N:23][N:24]([CH2:26][C:27]5[CH:32]=[CH:31][CH:30]=[CH:29][CH:28]=5)[CH:25]=4)=[O:20])=[CH:16][N:15]([S:33]([C:36]4[CH:37]=[CH:38][C:39]([CH3:42])=[CH:40][CH:41]=4)(=[O:34])=[O:35])[C:12]3=[N:13][CH:14]=2)[CH:6]=[CH:7][CH:8]=1)[CH3:45]. The catalyst class is: 5.